This data is from Catalyst prediction with 721,799 reactions and 888 catalyst types from USPTO. The task is: Predict which catalyst facilitates the given reaction. (1) Reactant: [H-].[Na+].Cl.[NH2:4][CH:5]1[CH2:14][C:13]2[C:8](=[CH:9][CH:10]=[CH:11][CH:12]=2)[NH:7][C:6]1=[O:15].Br[CH2:17][C:18]([O:20][CH3:21])=[O:19]. Product: [NH2:4][CH:5]1[CH2:14][C:13]2[C:8](=[CH:9][CH:10]=[CH:11][CH:12]=2)[N:7]([CH2:17][C:18]([O:20][CH3:21])=[O:19])[C:6]1=[O:15]. The catalyst class is: 3. (2) Product: [CH2:55]([NH:54][C:52](=[O:53])[NH:51][C:48]1[CH:47]=[CH:46][C:45]([CH2:44][NH:43][C:41]([N:38]2[CH2:39][CH2:40][CH:35]([NH:34][C:33]3[CH:61]=[CH:62][C:30]([CH2:29][CH2:28][NH:27][CH2:26][C@H:25]([OH:63])[CH2:24][O:23][C:22]4[CH:21]=[CH:20][C:19]([OH:18])=[CH:65][CH:64]=4)=[CH:31][CH:32]=3)[CH2:36][CH2:37]2)=[O:42])=[CH:50][CH:49]=1)[CH2:56][CH2:57][CH2:58][CH2:59][CH3:60]. The catalyst class is: 147. Reactant: [Si]([O:18][C:19]1[CH:65]=[CH:64][C:22]([O:23][CH2:24][C@@H:25]([OH:63])[CH2:26][NH:27][CH2:28][CH2:29][C:30]2[CH:62]=[CH:61][C:33]([NH:34][CH:35]3[CH2:40][CH2:39][N:38]([C:41]([NH:43][CH2:44][C:45]4[CH:50]=[CH:49][C:48]([NH:51][C:52]([NH:54][CH2:55][CH2:56][CH2:57][CH2:58][CH2:59][CH3:60])=[O:53])=[CH:47][CH:46]=4)=[O:42])[CH2:37][CH2:36]3)=[CH:32][CH:31]=2)=[CH:21][CH:20]=1)(C(C)(C)C)(C1C=CC=CC=1)C1C=CC=CC=1. (3) Product: [CH3:1][O:2][C:3]1[CH:4]=[C:5]2[C:10](=[CH:11][C:12]=1[O:13][CH3:14])[N:9]=[CH:8][N:7]=[C:6]2[O:15][C:16]1[CH:22]=[CH:21][C:19]([NH:20][C:30](=[O:36])[O:29][CH:27]2[CH2:42][CH2:43][CH2:38][CH2:39][CH2:40]2)=[C:18]([N+:23]([O-:25])=[O:24])[CH:17]=1. Reactant: [CH3:1][O:2][C:3]1[CH:4]=[C:5]2[C:10](=[CH:11][C:12]=1[O:13][CH3:14])[N:9]=[CH:8][N:7]=[C:6]2[O:15][C:16]1[CH:22]=[CH:21][C:19]([NH2:20])=[C:18]([N+:23]([O-:25])=[O:24])[CH:17]=1.Cl[C:27](Cl)([O:29][C:30](=[O:36])OC(Cl)(Cl)Cl)Cl.[CH:38]1(O)[CH2:43][CH2:42]C[CH2:40][CH2:39]1.C(=O)(O)[O-].[Na+]. The catalyst class is: 208. (4) Reactant: [Br:1][C:2]1[CH:3]=[C:4]([NH2:11])[C:5]2[CH:6]=[N:7][NH:8][C:9]=2[CH:10]=1.[H-].[Na+].[C:14]1([S:20](Cl)(=[O:22])=[O:21])[CH:19]=[CH:18][CH:17]=[CH:16][CH:15]=1.O. Product: [Br:1][C:2]1[CH:3]=[C:4]([NH2:11])[C:5]2[CH:6]=[N:7][N:8]([S:20]([C:14]3[CH:19]=[CH:18][CH:17]=[CH:16][CH:15]=3)(=[O:22])=[O:21])[C:9]=2[CH:10]=1. The catalyst class is: 39. (5) Reactant: [Cl:1][C:2]1[CH:3]=[C:4]([CH:8]=[CH:9][N:10]=1)[C:5]([OH:7])=O.S(Cl)(Cl)=O.C[N:16](C=O)C.[CH2:20]([N:22]([CH2:27][CH3:28])[CH2:23][CH:24](N)[CH3:25])[CH3:21].[OH-].[Na+].ClC1C=C(C=CN=1)C(Cl)=O. Product: [Cl:1][C:2]1[CH:3]=[C:4]([CH:8]=[CH:9][N:10]=1)[C:5]([NH:16][CH2:25][CH2:24][CH2:23][N:22]([CH2:20][CH3:21])[CH2:27][CH3:28])=[O:7]. The catalyst class is: 245. (6) Reactant: Cl[C:2]1[C:11]2[C:6](=[CH:7][CH:8]=[CH:9][CH:10]=2)[N:5]=[C:4]([C:12]([C:14]2[CH:19]=[CH:18][CH:17]=[C:16]([F:20])[CH:15]=2)=[O:13])[N:3]=1.CCN(C(C)C)C(C)C.[NH:30]1[CH:34]=[CH:33][C:32]([NH2:35])=[N:31]1. Product: [NH:30]1[CH:34]=[CH:33][C:32]([NH:35][C:2]2[C:11]3[C:6](=[CH:7][CH:8]=[CH:9][CH:10]=3)[N:5]=[C:4]([C:12]([C:14]3[CH:19]=[CH:18][CH:17]=[C:16]([F:20])[CH:15]=3)=[O:13])[N:3]=2)=[N:31]1. The catalyst class is: 3. (7) Reactant: [NH2:1][C:2]1[CH:3]=[C:4]2[C:10](=[CH:11][CH:12]=1)[CH:9]1[CH2:13][CH2:14][CH:5]2[CH2:6][N:7]([C:15](=[O:20])[C:16]([F:19])([F:18])[F:17])[CH2:8]1.Cl[C:22]1[N:27]=[C:26]([NH:28][C:29]2[CH:38]=[CH:37][CH:36]=[CH:35][C:30]=2[C:31]([NH:33][CH3:34])=[O:32])[C:25]([Cl:39])=[CH:24][N:23]=1.Cl.O1CCOCC1. Product: [Cl:39][C:25]1[C:26]([NH:28][C:29]2[CH:38]=[CH:37][CH:36]=[CH:35][C:30]=2[C:31]([NH:33][CH3:34])=[O:32])=[N:27][C:22]([NH:1][C:2]2[CH:3]=[C:4]3[C:10](=[CH:11][CH:12]=2)[CH:9]2[CH2:13][CH2:14][CH:5]3[CH2:6][N:7]([C:15](=[O:20])[C:16]([F:19])([F:17])[F:18])[CH2:8]2)=[N:23][CH:24]=1. The catalyst class is: 41.